The task is: Regression. Given a peptide amino acid sequence and an MHC pseudo amino acid sequence, predict their binding affinity value. This is MHC class I binding data.. This data is from Peptide-MHC class I binding affinity with 185,985 pairs from IEDB/IMGT. (1) The peptide sequence is PPSGKGGNY. The MHC is HLA-A69:01 with pseudo-sequence HLA-A69:01. The binding affinity (normalized) is 0.0847. (2) The peptide sequence is MVIACLLVA. The MHC is HLA-A02:01 with pseudo-sequence HLA-A02:01. The binding affinity (normalized) is 0.528. (3) The peptide sequence is DVSLSAYII. The MHC is HLA-A02:02 with pseudo-sequence HLA-A02:02. The binding affinity (normalized) is 0.396. (4) The peptide sequence is KYQLKHIVW. The MHC is HLA-B53:01 with pseudo-sequence HLA-B53:01. The binding affinity (normalized) is 0.0260. (5) The peptide sequence is QLPLESDAV. The MHC is HLA-A02:06 with pseudo-sequence HLA-A02:06. The binding affinity (normalized) is 0.369. (6) The peptide sequence is KYAAAVAGL. The MHC is H-2-Kb with pseudo-sequence H-2-Kb. The binding affinity (normalized) is 0.264. (7) The peptide sequence is TIKRRIRQL. The MHC is HLA-B35:01 with pseudo-sequence HLA-B35:01. The binding affinity (normalized) is 0.0847.